This data is from Full USPTO retrosynthesis dataset with 1.9M reactions from patents (1976-2016). The task is: Predict the reactants needed to synthesize the given product. (1) Given the product [NH2:32][C:17]1([CH2:22][C:21]([OH:27])=[O:26])[CH2:18][CH2:19][CH:15]([C:12]2[CH:13]=[CH:14][C:9]([CH2:1][CH2:2][CH2:3][CH2:4][CH2:5][CH2:6][CH2:7][CH3:8])=[CH:10][CH:11]=2)[CH2:16]1, predict the reactants needed to synthesize it. The reactants are: [CH2:1]([C:9]1[CH:14]=[CH:13][C:12]([CH:15]2[CH2:19][CH2:18][C:17](=O)[CH2:16]2)=[CH:11][CH:10]=1)[CH2:2][CH2:3][CH2:4][CH2:5][CH2:6][CH2:7][CH3:8].[C:21]([OH:27])(=[O:26])[CH2:22]C(O)=O.C([O-])(=O)C.[NH4+:32].C(O)C.CO. (2) Given the product [N:1]1[C:10]2[C:5](=[CH:6][C:7]([C:11]#[N:13])=[CH:8][CH:9]=2)[CH:4]=[CH:3][CH:2]=1, predict the reactants needed to synthesize it. The reactants are: [N:1]1[C:10]2[C:5](=[CH:6][C:7]([C:11]([NH2:13])=O)=[CH:8][CH:9]=2)[CH:4]=[CH:3][CH:2]=1.C(Cl)(Cl)Cl.FC(F)(F)C(OC(=O)C(F)(F)F)=O.C(=O)(O)[O-].[Na+]. (3) Given the product [Cl:21][C:5]1[C:6]([NH:8][C:9]2[CH:14]=[CH:13][CH:12]=[CH:11][C:10]=2[S:15]([N:18]([CH3:20])[CH3:19])(=[O:17])=[O:16])=[N:7][C:2]([NH:30][C:27]2[CH:26]=[CH:25][C:24]([N:23]([CH3:22])[CH:31]3[CH2:36][CH2:35][N:34]([CH3:37])[CH2:33][CH2:32]3)=[CH:29][CH:28]=2)=[N:3][CH:4]=1, predict the reactants needed to synthesize it. The reactants are: Cl[C:2]1[N:7]=[C:6]([NH:8][C:9]2[CH:14]=[CH:13][CH:12]=[CH:11][C:10]=2[S:15]([N:18]([CH3:20])[CH3:19])(=[O:17])=[O:16])[C:5]([Cl:21])=[CH:4][N:3]=1.[CH3:22][N:23]([CH:31]1[CH2:36][CH2:35][N:34]([CH3:37])[CH2:33][CH2:32]1)[C:24]1[CH:29]=[CH:28][C:27]([NH2:30])=[CH:26][CH:25]=1. (4) Given the product [CH:16]([OH:24])=[O:15].[CH:25]([C:28]1[CH:33]=[CH:32][CH:31]=[CH:30][C:29]=1[N:34]1[CH2:35][CH2:36][N:37]([CH2:12][CH2:13][CH:14]2[C:18]3([CH2:19][CH2:20][CH2:21][CH2:22][CH2:23]3)[CH2:17][C:16](=[O:24])[O:15]2)[CH2:38][CH2:39]1)([CH3:27])[CH3:26], predict the reactants needed to synthesize it. The reactants are: CC1C=CC(S(O[CH2:12][CH2:13][CH:14]2[C:18]3([CH2:23][CH2:22][CH2:21][CH2:20][CH2:19]3)[CH2:17][C:16](=[O:24])[O:15]2)(=O)=O)=CC=1.[CH:25]([C:28]1[CH:33]=[CH:32][CH:31]=[CH:30][C:29]=1[N:34]1[CH2:39][CH2:38][NH:37][CH2:36][CH2:35]1)([CH3:27])[CH3:26]. (5) Given the product [ClH:30].[CH:1]1([NH:6][C:7](=[O:8])[C:9]2[CH:14]=[CH:13][CH:12]=[C:11]([C@@H:15]3[CH2:17][C@H:16]3[NH:18][CH2:26][CH:27]3[CH2:28][CH2:29]3)[CH:10]=2)[CH2:2][CH2:3][CH2:4][CH2:5]1, predict the reactants needed to synthesize it. The reactants are: [CH:1]1([NH:6][C:7]([C:9]2[CH:10]=[C:11]([C@@H:15]3[CH2:17][C@H:16]3[N:18]([CH2:26][CH:27]3[CH2:29][CH2:28]3)C(=O)OC(C)(C)C)[CH:12]=[CH:13][CH:14]=2)=[O:8])[CH2:5][CH2:4][CH2:3][CH2:2]1.[ClH:30].C(OCC)(=O)C.